Predict the reaction yield, written as a fraction of the theoretical maximum amount of product (1.0 means a 100% yield; for example, 0.34 means a 34% yield). From a dataset of Reaction yield outcomes from USPTO patents with 853,638 reactions. The catalyst is CN(C)C=O. The reactants are [F:1][C:2]1[CH:10]=[CH:9][CH:8]=[C:7]2[C:3]=1[CH:4]=[CH:5][NH:6]2.[H-].[Na+].I[CH3:14]. The yield is 0.610. The product is [F:1][C:2]1[CH:10]=[CH:9][CH:8]=[C:7]2[C:3]=1[CH:4]=[CH:5][N:6]2[CH3:14].